This data is from Full USPTO retrosynthesis dataset with 1.9M reactions from patents (1976-2016). The task is: Predict the reactants needed to synthesize the given product. (1) Given the product [C:1]([N:4]1[C:12]2[C:7](=[CH:8][CH:9]=[CH:10][CH:11]=2)[C:6]([CH:18]2[C:19](=[O:21])[CH2:20][C:15]([CH3:23])([CH3:14])[CH2:16][C:17]2=[O:22])=[CH:5]1)(=[O:3])[CH3:2], predict the reactants needed to synthesize it. The reactants are: [C:1]([N:4]1[C:12]2[C:7](=[CH:8][CH:9]=[CH:10][CH:11]=2)[C:6](=O)[CH2:5]1)(=[O:3])[CH3:2].[CH3:14][C:15]1([CH3:23])[CH2:20][C:19](=[O:21])[CH2:18][C:17](=[O:22])[CH2:16]1.C(N(CC)CC)C. (2) Given the product [Cl:8][C:6]1[CH:5]=[N:4][C:3]2[O:9][CH2:11][CH2:12][NH:1][C:2]=2[N:7]=1, predict the reactants needed to synthesize it. The reactants are: [NH2:1][C:2]1[C:3]([OH:9])=[N:4][CH:5]=[C:6]([Cl:8])[N:7]=1.Br[CH2:11][CH2:12]Br.C([O-])([O-])=O.[K+].[K+]. (3) Given the product [F:1][C:2]1[CH:7]=[CH:6][C:5]([CH2:8][O:9][C:10]2[CH:15]=[CH:14][C:13]([C:16]([F:17])([F:19])[F:18])=[CH:12][C:11]=2[C:20]2[C:21]([C:26]3[CH:31]=[C:30]([C:32]([NH:73][CH2:69][CH:70]([CH3:72])[CH3:71])=[O:34])[CH:29]=[C:28]([C:36]([O:38][CH3:39])=[O:37])[CH:27]=3)=[CH:22][CH:23]=[CH:24][CH:25]=2)=[CH:4][CH:3]=1, predict the reactants needed to synthesize it. The reactants are: [F:1][C:2]1[CH:7]=[CH:6][C:5]([CH2:8][O:9][C:10]2[CH:15]=[CH:14][C:13]([C:16]([F:19])([F:18])[F:17])=[CH:12][C:11]=2[C:20]2[C:21]([C:26]3[CH:31]=[C:30]([C:32]([O:34]C)=O)[CH:29]=[C:28]([C:36]([OH:38])=[O:37])[CH:27]=3)=[CH:22][CH:23]=[CH:24][CH:25]=2)=[CH:4][CH:3]=1.[CH3:39]N1CCOCC1.O.ON1C2C=CC=CC=2N=N1.Cl.CN(C)CCCC(N=C=N)C.[CH2:69]([NH2:73])[CH:70]([CH3:72])[CH3:71]. (4) The reactants are: Br[C:2]1[CH:7]=[CH:6][C:5]([C:2]2[CH:7]=[CH:6][C:5]3[C:4](=CC=CC=3)[CH:3]=2)=[CH:4][CH:3]=1.O1CCCC1.[Li]CCCC.[B:28](OC(C)C)([O:33]C(C)C)[O:29]C(C)C. Given the product [C:2]1([B:28]([OH:33])[OH:29])[CH:7]=[CH:6][CH:5]=[CH:4][CH:3]=1, predict the reactants needed to synthesize it. (5) Given the product [C:49]([O:48][CH2:40][CH2:41][CH2:42][CH2:43][CH2:44][CH2:45][CH2:46][CH3:47])(=[O:52])[CH3:50], predict the reactants needed to synthesize it. The reactants are: F[B-](F)(F)F.C(=O)([O-])[O-].[Na+].[Na+].C(O)CCCCCCC.C(OC(C)=C)(=O)C.C(OCCCCCCCC)(C)=C.[CH2:40]([O:48][C:49]([O:52]CCCCCCCC)(C)[CH3:50])[CH2:41][CH2:42][CH2:43][CH2:44][CH2:45][CH2:46][CH3:47].